This data is from NCI-60 drug combinations with 297,098 pairs across 59 cell lines. The task is: Regression. Given two drug SMILES strings and cell line genomic features, predict the synergy score measuring deviation from expected non-interaction effect. (1) Drug 1: CC1=C(C=C(C=C1)C(=O)NC2=CC(=CC(=C2)C(F)(F)F)N3C=C(N=C3)C)NC4=NC=CC(=N4)C5=CN=CC=C5. Drug 2: B(C(CC(C)C)NC(=O)C(CC1=CC=CC=C1)NC(=O)C2=NC=CN=C2)(O)O. Cell line: HCC-2998. Synergy scores: CSS=52.0, Synergy_ZIP=2.77, Synergy_Bliss=-0.641, Synergy_Loewe=-19.2, Synergy_HSA=-10.2. (2) Drug 2: N.N.Cl[Pt+2]Cl. Drug 1: CN(C)C1=NC(=NC(=N1)N(C)C)N(C)C. Cell line: T-47D. Synergy scores: CSS=-4.37, Synergy_ZIP=1.94, Synergy_Bliss=-0.880, Synergy_Loewe=-5.07, Synergy_HSA=-5.07. (3) Synergy scores: CSS=36.7, Synergy_ZIP=4.02, Synergy_Bliss=7.35, Synergy_Loewe=-10.5, Synergy_HSA=6.96. Drug 1: CC1C(C(CC(O1)OC2CC(CC3=C2C(=C4C(=C3O)C(=O)C5=C(C4=O)C(=CC=C5)OC)O)(C(=O)C)O)N)O.Cl. Cell line: ACHN. Drug 2: CCCS(=O)(=O)NC1=C(C(=C(C=C1)F)C(=O)C2=CNC3=C2C=C(C=N3)C4=CC=C(C=C4)Cl)F. (4) Drug 1: CS(=O)(=O)C1=CC(=C(C=C1)C(=O)NC2=CC(=C(C=C2)Cl)C3=CC=CC=N3)Cl. Drug 2: C1C(C(OC1N2C=NC(=NC2=O)N)CO)O. Cell line: HOP-92. Synergy scores: CSS=3.28, Synergy_ZIP=-4.83, Synergy_Bliss=-5.87, Synergy_Loewe=-9.64, Synergy_HSA=-5.67. (5) Drug 1: C1=CC=C(C(=C1)C(C2=CC=C(C=C2)Cl)C(Cl)Cl)Cl. Drug 2: C1CN(CCN1C(=O)CCBr)C(=O)CCBr. Cell line: LOX IMVI. Synergy scores: CSS=29.8, Synergy_ZIP=-7.38, Synergy_Bliss=1.32, Synergy_Loewe=-4.79, Synergy_HSA=2.63. (6) Drug 1: CN(C)N=NC1=C(NC=N1)C(=O)N. Drug 2: CC1=CC=C(C=C1)C2=CC(=NN2C3=CC=C(C=C3)S(=O)(=O)N)C(F)(F)F. Cell line: NCIH23. Synergy scores: CSS=7.29, Synergy_ZIP=-3.84, Synergy_Bliss=-3.49, Synergy_Loewe=-4.14, Synergy_HSA=-2.15.